Predict which catalyst facilitates the given reaction. From a dataset of Catalyst prediction with 721,799 reactions and 888 catalyst types from USPTO. (1) Reactant: [NH2:1][C:2]1[S:6][C:5]([C:7]2[CH:12]=[CH:11][C:10]([C:13]([OH:16])([CH3:15])[CH3:14])=[CH:9][CH:8]=2)=[N:4][C:3]=1[C:17]([NH2:19])=[O:18].Cl[C:21]1[N:26]=[C:25]2[CH2:27][N:28]([CH3:31])[C:29](=[O:30])[C:24]2=[CH:23][CH:22]=1.CC(C1C=C(C(C)C)C(C2C=CC=CC=2P(C2CCCCC2)C2CCCCC2)=C(C(C)C)C=1)C.C(=O)([O-])[O-].[K+].[K+].C(O)(CC)(C)C. Product: [OH:16][C:13]([C:10]1[CH:9]=[CH:8][C:7]([C:5]2[S:6][C:2]([NH:1][C:21]3[N:26]=[C:25]4[CH2:27][N:28]([CH3:31])[C:29](=[O:30])[C:24]4=[CH:23][CH:22]=3)=[C:3]([C:17]([NH2:19])=[O:18])[N:4]=2)=[CH:12][CH:11]=1)([CH3:15])[CH3:14]. The catalyst class is: 110. (2) Reactant: [Br:1][C:2]1[CH:3]=[C:4](O)[CH:5]=[C:6]([O:8][CH3:9])[CH:7]=1.C1(P(C2C=CC=CC=2)C2C=CC=CC=2)C=CC=CC=1.[C:30]([O:34][C:35]([N:37]1[CH2:42][CH2:41][CH:40]([OH:43])[CH2:39][CH2:38]1)=[O:36])([CH3:33])([CH3:32])[CH3:31].CC(OC(/N=N/C(OC(C)C)=O)=O)C. Product: [Br:1][C:2]1[CH:3]=[C:4]([CH:5]=[C:6]([O:8][CH3:9])[CH:7]=1)[O:43][CH:40]1[CH2:41][CH2:42][N:37]([C:35]([O:34][C:30]([CH3:33])([CH3:31])[CH3:32])=[O:36])[CH2:38][CH2:39]1. The catalyst class is: 674. (3) Reactant: [CH3:1][O:2][C:3]([C:5]1[S:6][C:7]([C:33]2(O)[CH2:38][CH2:37][CH2:36][CH:35]=[CH:34]2)=[CH:8][C:9]=1[N:10]([C:24]([C@H:26]1[CH2:31][CH2:30][C@H:29]([CH3:32])[CH2:28][CH2:27]1)=[O:25])[C@H:11]1[CH2:16][CH2:15][C@H:14]([O:17][CH:18]2[CH2:23][CH2:22][CH2:21][CH2:20][O:19]2)[CH2:13][CH2:12]1)=[O:4].C([SiH](CC)CC)C.FC(F)(F)C(O)=[O:50].C([O-])(O)=O.[Na+]. Product: [CH3:1][O:2][C:3]([C:5]1[S:6][C:7]([C:33]2[CH2:38][CH2:37][CH2:36][CH:35]([OH:50])[CH:34]=2)=[CH:8][C:9]=1[N:10]([C:24]([C@H:26]1[CH2:27][CH2:28][C@H:29]([CH3:32])[CH2:30][CH2:31]1)=[O:25])[C@H:11]1[CH2:12][CH2:13][C@H:14]([O:17][CH:18]2[CH2:23][CH2:22][CH2:21][CH2:20][O:19]2)[CH2:15][CH2:16]1)=[O:4]. The catalyst class is: 2. (4) Reactant: [NH2:1][C:2]1[CH:24]=[CH:23][C:5]([O:6][C:7]2[C:16]3[C:11](=[CH:12][C:13]([O:17][CH2:18][C:19]([CH3:22])([OH:21])[CH3:20])=[CH:14][CH:15]=3)[N:10]=[CH:9][CH:8]=2)=[CH:4][CH:3]=1.[CH3:25][N:26]1[C:30]([CH3:31])=[C:29]([C:32](O)=[O:33])[C:28](=[O:35])[N:27]1[C:36]1[CH:41]=[CH:40][CH:39]=[CH:38][CH:37]=1.C1C=NC2N(O)N=NC=2C=1.CCN=C=NCCCN(C)C. Product: [OH:21][C:19]([CH3:22])([CH3:20])[CH2:18][O:17][C:13]1[CH:12]=[C:11]2[C:16]([C:7]([O:6][C:5]3[CH:23]=[CH:24][C:2]([NH:1][C:32]([C:29]4[C:28](=[O:35])[N:27]([C:36]5[CH:37]=[CH:38][CH:39]=[CH:40][CH:41]=5)[N:26]([CH3:25])[C:30]=4[CH3:31])=[O:33])=[CH:3][CH:4]=3)=[CH:8][CH:9]=[N:10]2)=[CH:15][CH:14]=1. The catalyst class is: 781.